From a dataset of Full USPTO retrosynthesis dataset with 1.9M reactions from patents (1976-2016). Predict the reactants needed to synthesize the given product. (1) The reactants are: [NH2:1][C:2]1[CH:3]=[C:4]([CH:8]=[CH:9][C:10]=1[N:11]1[CH2:16][CH2:15][CH2:14][CH2:13][CH:12]1[CH3:17])[C:5]([OH:7])=[O:6].N1C=CC=CC=1.[C:24](Cl)(=[O:26])[CH3:25]. Given the product [C:24]([NH:1][C:2]1[CH:3]=[C:4]([CH:8]=[CH:9][C:10]=1[N:11]1[CH2:16][CH2:15][CH2:14][CH2:13][CH:12]1[CH3:17])[C:5]([OH:7])=[O:6])(=[O:26])[CH3:25], predict the reactants needed to synthesize it. (2) Given the product [CH2:1]([O:3][C:4](=[O:24])[CH2:5][N:6]([C:7]1[CH:12]=[C:11]([Cl:13])[C:10]([O:14][C:15]2[CH:20]=[CH:19][C:18]([O:21][CH3:22])=[CH:17][CH:16]=2)=[C:9]([Cl:23])[CH:8]=1)[C:26]([O:28][CH2:29][CH3:30])=[O:27])[CH3:2], predict the reactants needed to synthesize it. The reactants are: [CH2:1]([O:3][C:4](=[O:24])[CH2:5][NH:6][C:7]1[CH:12]=[C:11]([Cl:13])[C:10]([O:14][C:15]2[CH:20]=[CH:19][C:18]([O:21][CH3:22])=[CH:17][CH:16]=2)=[C:9]([Cl:23])[CH:8]=1)[CH3:2].Cl[C:26]([O:28][CH2:29][CH3:30])=[O:27]. (3) Given the product [CH2:12]([O:11][C:9](=[O:10])[C:7]1[CH:8]=[C:3]([C:1]#[N:2])[C:4]([N:16]2[CH2:19][CH:18]([C:20](=[O:21])[NH:35][S:32]([CH2:31][C:25]3[CH:26]=[CH:27][C:28]([Cl:30])=[CH:29][C:24]=3[Cl:23])(=[O:33])=[O:34])[CH2:17]2)=[N:5][C:6]=1[O:14][CH3:15])[CH3:13], predict the reactants needed to synthesize it. The reactants are: [C:1]([C:3]1[C:4]([N:16]2[CH2:19][CH:18]([C:20](O)=[O:21])[CH2:17]2)=[N:5][C:6]([O:14][CH3:15])=[C:7]([C:9]([O:11][CH2:12][CH3:13])=[O:10])[CH:8]=1)#[N:2].[Cl:23][C:24]1[CH:29]=[C:28]([Cl:30])[CH:27]=[CH:26][C:25]=1[CH2:31][S:32]([NH2:35])(=[O:34])=[O:33]. (4) Given the product [F:32][C:2]([F:1])([F:31])[C@H:3]1[CH2:8][CH2:7][C@H:6]([NH:9][C:10]([C:11]2[CH:16]=[C:15]3[N:17]=[C:49]([NH:48][C:47]4[C:46]([Cl:51])=[CH:45][CH:44]=[C:35]([CH2:36][NH:37][C:38](=[O:43])[C:39]([CH3:42])([CH3:41])[CH3:40])[C:34]=4[Cl:33])[N:18]([CH3:19])[C:14]3=[N:13][C:12]=2[N:20]2[CH2:25][CH2:24][CH:23]([C:26]([F:29])([F:28])[F:27])[CH2:22][CH2:21]2)=[O:30])[CH2:5][CH2:4]1, predict the reactants needed to synthesize it. The reactants are: [F:1][C:2]([F:32])([F:31])[C@H:3]1[CH2:8][CH2:7][C@H:6]([NH:9][C:10](=[O:30])[C:11]2[CH:16]=[C:15]([NH2:17])[C:14]([NH:18][CH3:19])=[N:13][C:12]=2[N:20]2[CH2:25][CH2:24][CH:23]([C:26]([F:29])([F:28])[F:27])[CH2:22][CH2:21]2)[CH2:5][CH2:4]1.[Cl:33][C:34]1[C:47]([N:48]=[C:49]=S)=[C:46]([Cl:51])[CH:45]=[CH:44][C:35]=1[CH2:36][NH:37][C:38](=[O:43])[C:39]([CH3:42])([CH3:41])[CH3:40].CN(C=O)C.CC(C)N=C=NC(C)C. (5) Given the product [Br:15][C:16]1[CH:21]=[C:20]([N:10]2[C:4]3[CH:3]=[C:2]([Cl:1])[N:7]=[CH:6][C:5]=3[C:8]([C:11]([O:13][CH3:14])=[O:12])=[N:9]2)[CH:19]=[CH:18][CH:17]=1, predict the reactants needed to synthesize it. The reactants are: [Cl:1][C:2]1[N:7]=[CH:6][C:5]2[C:8]([C:11]([O:13][CH3:14])=[O:12])=[N:9][NH:10][C:4]=2[CH:3]=1.[Br:15][C:16]1[CH:17]=[C:18](B(O)O)[CH:19]=[CH:20][CH:21]=1. (6) Given the product [F:25][C:20]1[CH:21]=[CH:22][CH:23]=[CH:24][C:19]=1[CH2:18][N:10]1[C:11]([C:13]2[S:14][CH:15]=[CH:16][N:17]=2)=[N:12][C:8]([C:4]2[CH:3]=[C:2]([N:26]3[CH2:31][CH2:30][O:29][CH2:28][CH2:27]3)[CH:7]=[CH:6][N:5]=2)=[N:9]1, predict the reactants needed to synthesize it. The reactants are: Br[C:2]1[CH:7]=[CH:6][N:5]=[C:4]([C:8]2[N:12]=[C:11]([C:13]3[S:14][CH:15]=[CH:16][N:17]=3)[N:10]([CH2:18][C:19]3[CH:24]=[CH:23][CH:22]=[CH:21][C:20]=3[F:25])[N:9]=2)[CH:3]=1.[NH:26]1[CH2:31][CH2:30][O:29][CH2:28][CH2:27]1.